Dataset: Full USPTO retrosynthesis dataset with 1.9M reactions from patents (1976-2016). Task: Predict the reactants needed to synthesize the given product. (1) Given the product [CH:1]([C:3]1[CH:11]=[C:10]2[C:6]([C:7](/[CH:12]=[CH:13]/[C:14]([OH:16])=[O:15])=[N:8][NH:9]2)=[CH:5][CH:4]=1)=[O:20], predict the reactants needed to synthesize it. The reactants are: [C:1]([C:3]1[CH:11]=[C:10]2[C:6]([C:7](/[CH:12]=[CH:13]/[C:14]([OH:16])=[O:15])=[N:8][NH:9]2)=[CH:5][CH:4]=1)#N.[Na].C(O)(=[O:20])C.N1C=CC=CC=1. (2) The reactants are: [CH3:1]I.[CH2:3]([C:5]1[CH:10]=[CH:9][C:8]([C:11]([N:13]2[CH2:32][CH2:31][C:16]3([C:21]4=[CH:22][CH:23]=[CH:24][N:20]4[C:19]4[CH:25]=[CH:26][C:27]([CH2:29][OH:30])=[CH:28][C:18]=4[O:17]3)[CH2:15][CH2:14]2)=[O:12])=[CH:7][C:6]=1[O:33][CH3:34])[CH3:4].[H-].[Na+]. Given the product [CH2:3]([C:5]1[CH:10]=[CH:9][C:8]([C:11]([N:13]2[CH2:14][CH2:15][C:16]3([O:17][C:18]4[CH:28]=[C:27]([CH2:29][O:30][CH3:1])[CH:26]=[CH:25][C:19]=4[N:20]4[CH:24]=[CH:23][CH:22]=[C:21]34)[CH2:31][CH2:32]2)=[O:12])=[CH:7][C:6]=1[O:33][CH3:34])[CH3:4], predict the reactants needed to synthesize it. (3) Given the product [F:14][C:15]1[CH:20]=[C:19]([S:21][C:22]([F:25])([F:24])[F:23])[CH:18]=[CH:17][C:16]=1[N:26]([CH3:30])[C:27]([NH:6][CH2:5][C:4]([O:3][CH3:2])=[O:7])=[O:28], predict the reactants needed to synthesize it. The reactants are: Cl.[CH3:2][O:3][C:4](=[O:7])[CH2:5][NH2:6].C(OC)(C)(C)C.[F:14][C:15]1[CH:20]=[C:19]([S:21][C:22]([F:25])([F:24])[F:23])[CH:18]=[CH:17][C:16]=1[N:26]([CH3:30])[C:27](Cl)=[O:28]. (4) The reactants are: [C:1]([O:5][C:6]([NH:8][C@@H:9]([CH2:13][C:14]1[CH:19]=[CH:18][C:17]([O:20][CH2:21][C:22]2[CH:27]=[CH:26][CH:25]=[CH:24][CH:23]=2)=[C:16]([O:28][CH2:29][C:30]2[CH:35]=[CH:34][CH:33]=[CH:32][CH:31]=2)[CH:15]=1)[C:10]([OH:12])=[O:11])=[O:7])([CH3:4])([CH3:3])[CH3:2].[C:36]([O:44][CH2:45][C@H:46](O)[CH3:47])(=[O:43])[C:37]1[CH:42]=[CH:41][CH:40]=[CH:39][CH:38]=1.Cl.CN(C)CCCN=C=NCC. Given the product [C:1]([O:5][C:6]([NH:8][C@@H:9]([CH2:13][C:14]1[CH:19]=[CH:18][C:17]([O:20][CH2:21][C:22]2[CH:27]=[CH:26][CH:25]=[CH:24][CH:23]=2)=[C:16]([O:28][CH2:29][C:30]2[CH:35]=[CH:34][CH:33]=[CH:32][CH:31]=2)[CH:15]=1)[C:10]([O:12][C@H:46]([CH3:47])[CH2:45][O:44][C:36]([C:37]1[CH:42]=[CH:41][CH:40]=[CH:39][CH:38]=1)=[O:43])=[O:11])=[O:7])([CH3:4])([CH3:2])[CH3:3], predict the reactants needed to synthesize it. (5) Given the product [C:26]([C:23]1[CH:24]=[CH:25][C:20]([N:12]2[C:11]3[CH:10]=[CH:9][CH:8]=[CH:7][C:6]=3[C:5]3[C:13]2=[CH:1][CH:2]=[CH:3][CH:4]=3)=[CH:21][CH:22]=1)([CH3:29])([CH3:28])[CH3:27], predict the reactants needed to synthesize it. The reactants are: [CH:1]1[C:13]2[NH:12][C:11]3[C:6](=[CH:7][CH:8]=[CH:9][CH:10]=3)[C:5]=2[CH:4]=[CH:3][CH:2]=1.C([Na])(C)(C)C.Br[C:20]1[CH:25]=[CH:24][C:23]([C:26]([CH3:29])([CH3:28])[CH3:27])=[CH:22][CH:21]=1.C(P(CCCC)CCCC)CCC. (6) Given the product [CH:19]1([CH2:22][N:23]([CH2:24][C:25]2[NH:26][C:27](=[O:35])[C:28]3[CH2:34][O:33][CH2:32][CH2:31][C:29]=3[N:30]=2)[C:16](=[O:18])[CH2:15][N:12]2[CH2:11][CH2:10][CH:9]([C:7]([C:2]3[CH:3]=[CH:4][CH:5]=[CH:6][N:1]=3)=[O:8])[CH2:14][CH2:13]2)[CH2:21][CH2:20]1, predict the reactants needed to synthesize it. The reactants are: [N:1]1[CH:6]=[CH:5][CH:4]=[CH:3][C:2]=1[C:7]([CH:9]1[CH2:14][CH2:13][N:12]([CH2:15][C:16]([OH:18])=O)[CH2:11][CH2:10]1)=[O:8].[CH:19]1([CH2:22][NH:23][CH2:24][C:25]2[NH:26][C:27](=[O:35])[C:28]3[CH2:34][O:33][CH2:32][CH2:31][C:29]=3[N:30]=2)[CH2:21][CH2:20]1.CCN(C(C)C)C(C)C.CN(C(ON1N=NC2C=CC=NC1=2)=[N+](C)C)C.F[P-](F)(F)(F)(F)F. (7) Given the product [C:20]([NH:23][NH:24][C:12]([C:3]1[NH:4][C:5]2[C:10]([C:2]=1[Cl:1])=[CH:9][C:8]([F:11])=[CH:7][CH:6]=2)=[O:14])(=[O:22])[CH3:21], predict the reactants needed to synthesize it. The reactants are: [Cl:1][C:2]1[C:10]2[C:5](=[CH:6][CH:7]=[C:8]([F:11])[CH:9]=2)[NH:4][C:3]=1[C:12]([OH:14])=O.CN(C)C=O.[C:20]([NH:23][NH2:24])(=[O:22])[CH3:21].CN(C(ON1N=NC2C=CC=CC1=2)=[N+](C)C)C.F[P-](F)(F)(F)(F)F.